This data is from Catalyst prediction with 721,799 reactions and 888 catalyst types from USPTO. The task is: Predict which catalyst facilitates the given reaction. Reactant: [Cl-].[Cl:2][C:3]1[CH:28]=[CH:27][CH:26]=[CH:25][C:4]=1[CH2:5][P+](C1C=CC=CC=1)(C1C=CC=CC=1)C1C=CC=CC=1.[CH3:29][N:30]1[CH:34]=[CH:33][CH:32]=[C:31]1[CH:35]=O.[O-]CC.[Na+]. Product: [Cl:2][C:3]1[CH:28]=[CH:27][CH:26]=[CH:25][C:4]=1[CH:5]=[CH:35][C:31]1[N:30]([CH3:29])[CH:34]=[CH:33][CH:32]=1. The catalyst class is: 1.